From a dataset of Reaction yield outcomes from USPTO patents with 853,638 reactions. Predict the reaction yield, written as a fraction of the theoretical maximum amount of product (1.0 means a 100% yield; for example, 0.34 means a 34% yield). (1) The reactants are [CH:1]1([C:7]2[C:16]3[C:11](=[CH:12][CH:13]=[CH:14][CH:15]=3)[N:10]=[C:9]([CH3:17])[C:8]=2[C:18](=[O:24])[C:19]([O:21][CH2:22][CH3:23])=[O:20])[CH2:6][CH2:5][CH2:4][CH2:3][CH2:2]1.[BH4-].[Na+]. The catalyst is O1CCCC1.C(O)C. The product is [CH:1]1([C:7]2[C:16]3[C:11](=[CH:12][CH:13]=[CH:14][CH:15]=3)[N:10]=[C:9]([CH3:17])[C:8]=2[CH:18]([OH:24])[C:19]([O:21][CH2:22][CH3:23])=[O:20])[CH2:2][CH2:3][CH2:4][CH2:5][CH2:6]1. The yield is 0.370. (2) The reactants are [CH3:1][O:2][C:3]1[CH:4]=[C:5]([NH:14][C:15](=[O:29])[C@H:16]([NH:21]C(=O)OC(C)(C)C)[CH2:17][CH:18]([CH3:20])[CH3:19])[CH:6]=[CH:7][C:8]=1[C:9]1[S:13][CH:12]=[N:11][CH:10]=1.C(O)(C(F)(F)F)=O. The catalyst is C(Cl)Cl. The product is [NH2:21][C@H:16]([CH2:17][CH:18]([CH3:20])[CH3:19])[C:15]([NH:14][C:5]1[CH:6]=[CH:7][C:8]([C:9]2[S:13][CH:12]=[N:11][CH:10]=2)=[C:3]([O:2][CH3:1])[CH:4]=1)=[O:29]. The yield is 0.740. (3) The product is [NH2:1][C:4]1[CH:5]=[CH:6][C:7]([CH2:8][CH:9]([P:20](=[O:29])([O:25][CH2:26][CH:27]=[CH2:28])[O:21][CH2:22][CH:23]=[CH2:24])[P:10](=[O:19])([O:15][CH2:16][CH:17]=[CH2:18])[O:11][CH2:12][CH:13]=[CH2:14])=[CH:30][CH:31]=1. The catalyst is CO.[Zn].CCOC(C)=O. The reactants are [N+:1]([C:4]1[CH:31]=[CH:30][C:7]([CH2:8][CH:9]([P:20](=[O:29])([O:25][CH2:26][CH:27]=[CH2:28])[O:21][CH2:22][CH:23]=[CH2:24])[P:10](=[O:19])([O:15][CH2:16][CH:17]=[CH2:18])[O:11][CH2:12][CH:13]=[CH2:14])=[CH:6][CH:5]=1)([O-])=O.[NH4+].[Cl-].Cl.C([O-])(O)=O.[Na+]. The yield is 0.860. (4) The reactants are [Br:1][C:2]1[CH:7]=[CH:6][C:5]([C:8]2[O:9][C:10]([CH3:16])=[C:11]([CH2:13][C:14]#N)[N:12]=2)=[CH:4][CH:3]=1.COCCO.[OH-:22].[K+].[OH2:24]. No catalyst specified. The product is [Br:1][C:2]1[CH:7]=[CH:6][C:5]([C:8]2[O:9][C:10]([CH3:16])=[C:11]([CH2:13][C:14]([OH:24])=[O:22])[N:12]=2)=[CH:4][CH:3]=1. The yield is 0.600. (5) The reactants are F[P-](F)(F)(F)(F)F.N1(OC(N(C)C)=[N+](C)C)C2N=CC=CC=2N=N1.[Br:25][C:26]1[CH:31]=[CH:30][C:29]([CH2:32][NH:33][CH3:34])=[CH:28][C:27]=1[Cl:35].[C:36]([O:40][C:41]([NH:43][CH2:44][C:45]([OH:47])=O)=[O:42])([CH3:39])([CH3:38])[CH3:37].CCN(C(C)C)C(C)C. The catalyst is CN(C=O)C.CCOC(C)=O. The product is [Br:25][C:26]1[CH:31]=[CH:30][C:29]([CH2:32][N:33]([CH3:34])[C:45](=[O:47])[CH2:44][NH:43][C:41](=[O:42])[O:40][C:36]([CH3:37])([CH3:38])[CH3:39])=[CH:28][C:27]=1[Cl:35]. The yield is 0.960. (6) The reactants are [NH2:1][C:2]1[NH:6][N:5]=[CH:4][C:3]=1[C:7]#[N:8].[CH2:9]([O:16][C:17]1[CH:24]=[CH:23][C:20]([CH:21]=O)=[C:19]([O:25][CH3:26])[CH:18]=1)[C:10]1[CH:15]=[CH:14][CH:13]=[CH:12][CH:11]=1.[CH:27]1([N+:32]#[C-:33])[CH2:31][CH2:30][CH2:29][CH2:28]1.Cl(O)(=O)(=O)=O. The catalyst is CO. The product is [CH2:9]([O:16][C:17]1[CH:24]=[CH:23][C:20]([C:21]2[NH:1][C:2]3[N:6]([C:33]=2[NH:32][CH:27]2[CH2:31][CH2:30][CH2:29][CH2:28]2)[N:5]=[CH:4][C:3]=3[C:7]#[N:8])=[C:19]([O:25][CH3:26])[CH:18]=1)[C:10]1[CH:15]=[CH:14][CH:13]=[CH:12][CH:11]=1. The yield is 0.420. (7) The reactants are [CH:1]1[C:11]2[CH:10]([O:12][CH2:13][CH2:14][OH:15])[C:9]3[CH:16]=[CH:17][CH:18]=[CH:19][C:8]=3[CH2:7][S:6][C:5]=2[CH:4]=[CH:3][CH:2]=1.C(P(CCCC)CCCC)CCC.[CH2:33]([O:35][C:36](=[O:49])[CH:37]([O:46][CH2:47][CH3:48])[CH2:38][C:39]1[CH:44]=[CH:43][C:42](O)=[CH:41][CH:40]=1)[CH3:34].C1CCN(C(N=NC(N2CCCCC2)=O)=O)CC1. The catalyst is C1C=CC=CC=1.CCCCCCC. The product is [CH2:33]([O:35][C:36](=[O:49])[CH:37]([O:46][CH2:47][CH3:48])[CH2:38][C:39]1[CH:44]=[CH:43][C:42]([O:15][CH2:14][CH2:13][O:12][CH:10]2[C:9]3[CH:16]=[CH:17][CH:18]=[CH:19][C:8]=3[CH2:7][S:6][C:5]3[CH:4]=[CH:3][CH:2]=[CH:1][C:11]2=3)=[CH:41][CH:40]=1)[CH3:34]. The yield is 0.750.